This data is from CYP1A2 inhibition data for predicting drug metabolism from PubChem BioAssay. The task is: Regression/Classification. Given a drug SMILES string, predict its absorption, distribution, metabolism, or excretion properties. Task type varies by dataset: regression for continuous measurements (e.g., permeability, clearance, half-life) or binary classification for categorical outcomes (e.g., BBB penetration, CYP inhibition). Dataset: cyp1a2_veith. (1) The compound is COc1ccc(-n2nnnc2SCC(=O)Nc2ccccc2)cc1. The result is 1 (inhibitor). (2) The drug is Nc1c(-c2ccccc2)cnn1-c1cccc([N+](=O)[O-])c1. The result is 1 (inhibitor). (3) The molecule is CCCc1nnc(SCC(=O)N2CCCCC2)n1CC1CCCO1. The result is 0 (non-inhibitor). (4) The compound is CCN(CC)c1ccc(NC(=O)c2cccnc2)c(C)c1. The result is 0 (non-inhibitor). (5) The drug is CCN(CC)S(=O)(=O)c1ccc(OC)c(NC(=O)CSc2ccccc2)c1. The result is 1 (inhibitor). (6) The drug is N#Cc1c(-c2ccc3c(c2)OCO3)ccn2nc(-c3cccc(C(F)(F)F)c3)nc12. The result is 1 (inhibitor). (7) The compound is CO[C@H]1COC(=O)[C@@H](C)COC(=O)[C@@H](Cc2ccccc2)NC(=O)C/C=C\[C@H]1C. The result is 0 (non-inhibitor). (8) The result is 1 (inhibitor). The drug is COc1cccc(-c2ccc3ncnc(NCCN4CCOCC4)c3c2)c1.